From a dataset of Experimentally validated miRNA-target interactions with 360,000+ pairs, plus equal number of negative samples. Binary Classification. Given a miRNA mature sequence and a target amino acid sequence, predict their likelihood of interaction. (1) The miRNA is hsa-miR-4802-5p with sequence UAUGGAGGUUCUAGACCAUGUU. The protein sequence of the target gene is MAEVQVLVLDGRGHLLGRLAAIVAKQVLLGRKVVVVRCEGINISGNFYRNKLKYLAFLRKRMNTNPSRGPYHFRAPSRIFWRTVRGMLPHKTKRGQAALDRLKVFDGIPPPYDKKKRMVVPAALKVVRLKPTRKFAYLGRLAHEVGWKYQAVTATLEEKRKEKAKIHYRKKKQLMRLRKQAEKNVEKKIDKYTEVLKTHGLLV. Result: 1 (interaction). (2) The miRNA is hsa-miR-384 with sequence AUUCCUAGAAAUUGUUCAUA. The protein sequence of the target gene is MEANGFGLQNFPELKNDTFLRAAWGEETDYTPVWCMRQAGRYLPEFRETRAAQDFFSTCRSPEACCELTLQPLRRFPLDAAIIFSDILVVPQALGMEVTMVPGKGPSFPEPLREERDLERLRDPAAAASELGYVFQAITLTRQRLAGRVPLIGFAGAPWTLMTYMVEGGSSSTMAQAKRWLYQRPQASHKLLGILTDVLVPYLIGQVAAGAQALQLFESHAGHLGTELFSKFALPYIRDVAKRVKAGLQKAGLAPVPMIIFAKDGHFALEELAQAGYEVVGLDWTVAPKKARERVGKAVT.... Result: 0 (no interaction). (3) The miRNA is hsa-miR-1972 with sequence UCAGGCCAGGCACAGUGGCUCA. The protein sequence of the target gene is METGGRARTGTPQPAAPGVWRARPAGGGGGGASSWLLDGNSWLLCYGFLYLALYAQVSQSKPCERTGSCFSGRCVNSTCLCDPGWVGDQCQHCQGRFKLTEPSGYLTDGPINYKYKTKCTWLIEGYPNAVLRLRFNHFATECSWDHMYVYDGDSIYAPLIAVLSGLIVPEIRGNETVPEVVTTSGYALLHFFSDAAYNLTGFNIFYSINSCPNNCSGHGKCTTSVSVPSQVYCECDKYWKGEACDIPYCKANCGSPDHGYCDLTGEKLCVCNDSWQGPDCSLNVPSTESYWILPNVKPFS.... Result: 0 (no interaction). (4) The miRNA is hsa-miR-548k with sequence AAAAGUACUUGCGGAUUUUGCU. The protein sequence of the target gene is MTARTLSLMASLVAYDDSDSEAETEHAGSFNATGQQKDTSGVARPPGQDFASGTLDVPKAGAQPTKHGSCEDPGGYRLPLAQLGRSDWGSCPSQRLQWPGKEPQVTFPIKEPSCSSLWTSHVPASHMPLAAARFKQVKLSRNFPKSSFHAQSESETVGKNGSSFQKKKCEDCVVPYTPRRLRQRQALSTETGKGKDVEPQGPPAGRAPAPLYVGPGVSEFIQPYLNSHYKETTVPRKVLFHLRGHRGPVNTIQWCPVLSKSHMLLSTSMDKTFKVWNAVDSGHCLQTYSLHTEAVRAARW.... Result: 0 (no interaction). (5) The miRNA is hsa-miR-96-5p with sequence UUUGGCACUAGCACAUUUUUGCU. The protein sequence of the target gene is MEGQDEVSAREQHFHSQVRESTICFLLFAILYIVSYFIIIRYKRKSDEQEDEDAVVNRISLFLSTFTLAVSAGAVLLLPFSIISNEILLAFPHNYYIQWLNGSLIHGLWNLASLFSNLCLFVLMPFAFFFLESEGFAGLKKGIRARILETLVMLLLLALLILGMVWVASALIDSDAASMESLYDLWEFYLPYLYSCISLMGCLLLLLCTPVGLSRMFTVMGQLLVKPAILEDLDEQIYMITLEEEALQRRLHGLSSSVEYNVMELEQELENVKILKTKLERRKKASAWERNLVYPAVMVL.... Result: 0 (no interaction). (6) The miRNA is mmu-miR-181d-5p with sequence AACAUUCAUUGUUGUCGGUGGGU. The protein sequence of the target gene is MTLNTQQEAKTTLRRRASTPLPLSSRGHQPGRLCTAPSAPSQHPRLGQSVSLNPPVRKPSPAQDGWSSESSDSEGSWEALYRVVLLGDPGVGKTSLASLFAEKQDRDPHEQLGGVYERTLSVDGEDTTLVVMDTWEAEKLDESWCQESCLQAGSAYVIVYSIADRSSFESASELRIQLRRTHQANHVPIILVGNKADLARCREVSVEEGRACAVVFDCKFIETSATLQHNVTELFEGVVRQLRLRRQDNAAPETPSPRRRASLGQRARRFLARLTARSARRRALKARSKSCHNLAVL. Result: 0 (no interaction).